This data is from Peptide-MHC class II binding affinity with 134,281 pairs from IEDB. The task is: Regression. Given a peptide amino acid sequence and an MHC pseudo amino acid sequence, predict their binding affinity value. This is MHC class II binding data. (1) The peptide sequence is KYFAATQFEPLAARL. The MHC is H-2-IAb with pseudo-sequence H-2-IAb. The binding affinity (normalized) is 0.524. (2) The binding affinity (normalized) is 0.155. The peptide sequence is VFLGSAYGIPKVPPG. The MHC is HLA-DQA10401-DQB10402 with pseudo-sequence HLA-DQA10401-DQB10402. (3) The peptide sequence is AFKVAATAHNAAPAN. The MHC is HLA-DPA10201-DPB11401 with pseudo-sequence HLA-DPA10201-DPB11401. The binding affinity (normalized) is 0.735. (4) The peptide sequence is RVAYGKCDSAGRSRR. The MHC is HLA-DQA10501-DQB10302 with pseudo-sequence HLA-DQA10501-DQB10302. The binding affinity (normalized) is 0.